This data is from Peptide-MHC class II binding affinity with 134,281 pairs from IEDB. The task is: Regression. Given a peptide amino acid sequence and an MHC pseudo amino acid sequence, predict their binding affinity value. This is MHC class II binding data. (1) The MHC is DRB1_1501 with pseudo-sequence DRB1_1501. The peptide sequence is GELQIVDKPDAAFKI. The binding affinity (normalized) is 0.184. (2) The peptide sequence is VVLGLATSPTAEGGK. The MHC is DRB5_0101 with pseudo-sequence DRB5_0101. The binding affinity (normalized) is 0.181. (3) The peptide sequence is LRNVACQEAVKLKLI. The MHC is DRB1_1501 with pseudo-sequence DRB1_1501. The binding affinity (normalized) is 0.780. (4) The peptide sequence is YAKFLANVSTVLTGK. The MHC is DRB1_0701 with pseudo-sequence DRB1_0701. The binding affinity (normalized) is 0.748. (5) The peptide sequence is DLTILGLAAEWVLAY. The MHC is DRB1_0701 with pseudo-sequence DRB1_0701. The binding affinity (normalized) is 0.351. (6) The peptide sequence is GVDNFCVKVLAPYMP. The MHC is HLA-DQA10303-DQB10402 with pseudo-sequence HLA-DQA10303-DQB10402. The binding affinity (normalized) is 0.506. (7) The peptide sequence is EKKYFAITQFEPLAA. The MHC is DRB1_1602 with pseudo-sequence DRB1_1602. The binding affinity (normalized) is 0.754. (8) The peptide sequence is QEALEDFREFSRAKG. The MHC is DRB1_0701 with pseudo-sequence DRB1_0701. The binding affinity (normalized) is 0.405.